Task: Predict the product of the given reaction.. Dataset: Forward reaction prediction with 1.9M reactions from USPTO patents (1976-2016) (1) Given the reactants [CH:1]1([NH:5][C:6]2[C:11]([C:12]#[CH:13])=[CH:10][N:9]=[C:8]([O:14][CH3:15])[N:7]=2)[CH2:4][CH2:3][CH2:2]1.C(N=C(N(C)C)N(C)C)(C)(C)C.C1CCN2C(=NCCC2)CC1.C[Si](C#N)(C)C, predict the reaction product. The product is: [CH:1]1([N:5]2[C:6]3[N:7]=[C:8]([O:14][CH3:15])[N:9]=[CH:10][C:11]=3[CH:12]=[CH:13]2)[CH2:4][CH2:3][CH2:2]1. (2) The product is: [CH3:1][N:2]([CH2:13][C:10]1[CH:11]=[CH:12][N:7]2[N:6]=[C:5]([CH3:4])[C:19]([C:20]3[C:21](=[O:36])[NH:22][C:23](=[O:35])[C:24]=3[C:25]3[C:33]4[C:28](=[C:29]([CH3:34])[CH:30]=[CH:31][CH:32]=4)[NH:27][CH:26]=3)=[C:8]2[CH:9]=1)[CH3:3]. Given the reactants [CH3:1][NH:2][CH3:3].[CH3:4][C:5]1[C:19]([C:20]2[C:21](=[O:36])[NH:22][C:23](=[O:35])[C:24]=2[C:25]2[C:33]3[C:28](=[C:29]([CH3:34])[CH:30]=[CH:31][CH:32]=3)[NH:27][CH:26]=2)=[C:8]2[CH:9]=[C:10]([CH2:13]OS(C)(=O)=O)[CH:11]=[CH:12][N:7]2[N:6]=1, predict the reaction product. (3) Given the reactants [CH3:1][S:2]([C:5]1[CH:10]=[CH:9][C:8]([C:11]2[CH:16]=[CH:15][C:14]([C:17]([OH:19])=O)=[CH:13][CH:12]=2)=[CH:7][CH:6]=1)(=[O:4])=[O:3].[CH3:20][C@@H:21]1[CH2:25][CH2:24][CH2:23][N:22]1[CH2:26][C@@H:27]1[CH2:31][CH2:30][CH2:29][NH:28]1, predict the reaction product. The product is: [CH3:1][S:2]([C:5]1[CH:6]=[CH:7][C:8]([C:11]2[CH:12]=[CH:13][C:14]([C:17]([N:28]3[CH2:29][CH2:30][CH2:31][C@H:27]3[CH2:26][N:22]3[CH2:23][CH2:24][CH2:25][C@H:21]3[CH3:20])=[O:19])=[CH:15][CH:16]=2)=[CH:9][CH:10]=1)(=[O:3])=[O:4]. (4) The product is: [CH3:8][C:9]1[CH:46]=[C:45]([CH3:47])[CH:44]=[CH:43][C:10]=1[O:11][CH2:12][C@H:13]([OH:42])[CH2:14][NH:15][C:16]1[CH:21]=[CH:20][NH:19][C:18](=[O:22])[C:17]=1[C:23]1[NH:34][C:33]2[C:25](=[CH:26][C:27]3[CH2:28][N:29]([CH:36]4[CH2:37][CH2:38][N:39]([CH2:49][CH2:48][S:50]([CH3:53])(=[O:52])=[O:51])[CH2:40][CH2:41]4)[C:30](=[O:35])[C:31]=3[CH:32]=2)[N:24]=1. Given the reactants C(O)(C(F)(F)F)=O.[CH3:8][C:9]1[CH:46]=[C:45]([CH3:47])[CH:44]=[CH:43][C:10]=1[O:11][CH2:12][C@H:13]([OH:42])[CH2:14][NH:15][C:16]1[CH:21]=[CH:20][NH:19][C:18](=[O:22])[C:17]=1[C:23]1[NH:34][C:33]2[C:25](=[CH:26][C:27]3[CH2:28][N:29]([CH:36]4[CH2:41][CH2:40][NH:39][CH2:38][CH2:37]4)[C:30](=[O:35])[C:31]=3[CH:32]=2)[N:24]=1.[CH:48]([S:50]([CH3:53])(=[O:52])=[O:51])=[CH2:49], predict the reaction product. (5) The product is: [OH:30][CH2:31][CH2:27][O:17][CH:8]1[CH2:7][N:6]([C:9]([O:11][C:12]([CH3:13])([CH3:14])[CH3:15])=[O:10])[CH2:3]1. Given the reactants OC[CH:3]1[CH2:8][CH2:7][N:6]([C:9]([O:11][C:12]([CH3:15])([CH3:14])[CH3:13])=[O:10])CC1.S(Cl)(C1C=CC(C)=CC=1)(=O)=[O:17].[CH2:27]1[CH2:31][O:30]CC1, predict the reaction product.